From a dataset of Forward reaction prediction with 1.9M reactions from USPTO patents (1976-2016). Predict the product of the given reaction. (1) Given the reactants [CH2:1]([O:6][CH:7]=[CH:8][CH:9]=[CH:10][CH2:11][CH2:12][CH2:13][CH3:14])[CH:2]([CH2:4][OH:5])[OH:3], predict the reaction product. The product is: [CH2:1]([O:6][CH2:7][CH2:8][CH2:9][CH2:10][CH2:11][CH2:12][CH2:13][CH3:14])[CH:2]([CH2:4][OH:5])[OH:3]. (2) The product is: [CH3:31][S:28]([N:25]1[CH2:24][CH2:23][N:22]([C:20]([N:11]2[CH2:12][C@@H:13]([C:14]3[CH:19]=[CH:18][CH:17]=[CH:16][CH:15]=3)[C@H:9]([NH:7][CH3:6])[CH2:10]2)=[O:21])[CH2:27][CH2:26]1)(=[O:30])=[O:29]. Given the reactants C(O[C:6](=O)[N:7]([C@H:9]1[C@H:13]([C:14]2[CH:19]=[CH:18][CH:17]=[CH:16][CH:15]=2)[CH2:12][N:11]([C:20]([N:22]2[CH2:27][CH2:26][N:25]([S:28]([CH3:31])(=[O:30])=[O:29])[CH2:24][CH2:23]2)=[O:21])[CH2:10]1)C)(C)(C)C.C(O)(C(F)(F)F)=O, predict the reaction product. (3) Given the reactants [C:1]1([NH:7][C:8]2[CH:16]=[CH:15][CH:14]=[CH:13][C:9]=2[C:10]([OH:12])=O)[CH:6]=[CH:5][CH:4]=[CH:3][CH:2]=1.[NH2:17][C@@H:18]1[C@H:22]2[O:23][CH2:24][C@H:25]([NH:26][C:27]([CH:29]3[CH2:31][CH2:30]3)=[O:28])[C@H:21]2[O:20][CH2:19]1, predict the reaction product. The product is: [CH:29]1([C:27]([NH:26][C@@H:25]2[C@H:21]3[O:20][CH2:19][C@H:18]([NH:17][C:10](=[O:12])[C:9]4[CH:13]=[CH:14][CH:15]=[CH:16][C:8]=4[NH:7][C:1]4[CH:2]=[CH:3][CH:4]=[CH:5][CH:6]=4)[C@H:22]3[O:23][CH2:24]2)=[O:28])[CH2:30][CH2:31]1. (4) Given the reactants [OH:1][C:2]1[CH:3]=[C:4]([N+:13]([O-:15])=[O:14])[C:5]([CH3:12])=[C:6]([CH:11]=1)[C:7]([O:9][CH3:10])=[O:8].I[CH:17]([CH3:19])[CH3:18], predict the reaction product. The product is: [CH:17]([O:1][C:2]1[CH:3]=[C:4]([N+:13]([O-:15])=[O:14])[C:5]([CH3:12])=[C:6]([CH:11]=1)[C:7]([O:9][CH3:10])=[O:8])([CH3:19])[CH3:18]. (5) Given the reactants [S:1]1[C:5]2[C:6]([CH2:10][C:11]([OH:13])=O)=[CH:7][CH:8]=[CH:9][C:4]=2[N:3]=[CH:2]1.[Br:14][C:15]1[C:16]([C:21]2[NH:25][N:24]=[CH:23][N:22]=2)=[C:17]([NH2:20])[S:18][CH:19]=1, predict the reaction product. The product is: [S:1]1[C:5]2[C:6]([CH2:10][C:11]([NH:20][C:17]3[S:18][CH:19]=[C:15]([Br:14])[C:16]=3[C:21]3[NH:25][N:24]=[CH:23][N:22]=3)=[O:13])=[CH:7][CH:8]=[CH:9][C:4]=2[N:3]=[CH:2]1. (6) Given the reactants [F:1][C:2]1[C:3]([N+:22]([O-])=O)=[C:4]([NH:9][CH:10]2[CH2:15][CH2:14][N:13]([CH:16]3[CH2:21][CH2:20][O:19][CH2:18][CH2:17]3)[CH2:12][CH2:11]2)[CH:5]=[C:6]([CH3:8])[CH:7]=1, predict the reaction product. The product is: [NH2:22][C:3]1[C:2]([F:1])=[CH:7][C:6]([CH3:8])=[CH:5][C:4]=1[NH:9][CH:10]1[CH2:15][CH2:14][N:13]([CH:16]2[CH2:21][CH2:20][O:19][CH2:18][CH2:17]2)[CH2:12][CH2:11]1. (7) Given the reactants C(O[CH:5]1[O:21][C@H:20]([CH2:22][O:23][CH2:24][C:25]2[CH:30]=[CH:29][CH:28]=[CH:27][CH:26]=2)[C@@:11]([CH:31]=[CH2:32])([O:12][CH2:13][C:14]2[CH:19]=[CH:18][CH:17]=[CH:16][CH:15]=2)[C@H:6]1[O:7][C:8](=[O:10])[CH3:9])(=O)C.[NH:33]1[CH:41]=[C:39]([CH3:40])[C:37](=[O:38])[NH:36][C:34]1=[O:35].C/C(/O[Si](C)(C)C)=N\[Si](C)(C)C.O([Si](C)(C)C)S(C(F)(F)F)(=O)=O, predict the reaction product. The product is: [C:8]([O:7][C@@H:6]1[C@:11]([CH:31]=[CH2:32])([O:12][CH2:13][C:14]2[CH:19]=[CH:18][CH:17]=[CH:16][CH:15]=2)[C@@H:20]([CH2:22][O:23][CH2:24][C:25]2[CH:26]=[CH:27][CH:28]=[CH:29][CH:30]=2)[O:21][C@H:5]1[N:33]1[CH:41]=[C:39]([CH3:40])[C:37](=[O:38])[NH:36][C:34]1=[O:35])(=[O:10])[CH3:9].